The task is: Regression. Given a peptide amino acid sequence and an MHC pseudo amino acid sequence, predict their binding affinity value. This is MHC class I binding data.. This data is from Peptide-MHC class I binding affinity with 185,985 pairs from IEDB/IMGT. (1) The peptide sequence is LVFGIEVVEV. The MHC is HLA-A68:02 with pseudo-sequence HLA-A68:02. The binding affinity (normalized) is 0.756. (2) The peptide sequence is VMETDRENAI. The MHC is HLA-A02:01 with pseudo-sequence HLA-A02:01. The binding affinity (normalized) is 0.218. (3) The peptide sequence is EMDKDDESL. The MHC is HLA-A02:01 with pseudo-sequence HLA-A02:01. The binding affinity (normalized) is 0.461. (4) The peptide sequence is RLMRTNFLI. The MHC is HLA-A03:01 with pseudo-sequence HLA-A03:01. The binding affinity (normalized) is 0.248.